This data is from Forward reaction prediction with 1.9M reactions from USPTO patents (1976-2016). The task is: Predict the product of the given reaction. (1) Given the reactants [C:1]1(=[O:8])[CH2:7][CH2:6][CH2:5][CH2:4][CH:3]=[CH:2]1.[Li][CH2:10][CH2:11][CH2:12][CH3:13], predict the reaction product. The product is: [CH2:10]([C:1]1([OH:8])[CH2:7][CH2:6][CH2:5][CH2:4][CH:3]=[CH:2]1)[CH2:11][CH2:12][CH3:13]. (2) Given the reactants [CH2:1]([O:8][C:9]1[C:10](=O)[N:11]([CH3:28])[CH:12]=[N:13][C:14]=1[C:15]1[O:16][C:17]([CH2:20][C:21]2[CH:26]=[CH:25][C:24]([F:27])=[CH:23][CH:22]=2)=[N:18][N:19]=1)[C:2]1[CH:7]=[CH:6][CH:5]=[CH:4][CH:3]=1.COC1C=CC(P2(SP(C3C=CC(OC)=CC=3)(=S)S2)=[S:39])=CC=1, predict the reaction product. The product is: [CH2:1]([O:8][C:9]1[C:10](=[S:39])[N:11]([CH3:28])[CH:12]=[N:13][C:14]=1[C:15]1[O:16][C:17]([CH2:20][C:21]2[CH:26]=[CH:25][C:24]([F:27])=[CH:23][CH:22]=2)=[N:18][N:19]=1)[C:2]1[CH:7]=[CH:6][CH:5]=[CH:4][CH:3]=1. (3) Given the reactants [N:1]1[CH:6]=[CH:5][C:4]([CH2:7][NH:8][C:9]([C:11]2[S:19][C:18]3[N:13]([C:14](=[O:22])[NH:15][C:16](=[O:21])[C:17]=3[CH3:20])[CH:12]=2)=[O:10])=[CH:3][CH:2]=1.C(=O)([O-])[O-].[Cs+].[Cs+].[C:29]([C:31]1[CH:32]=[C:33]([CH:36]=[CH:37][CH:38]=1)[CH2:34]Br)#[N:30].[ClH:39], predict the reaction product. The product is: [ClH:39].[N:1]1[CH:6]=[CH:5][C:4]([CH2:7][NH:8][C:9]([C:11]2[S:19][C:18]3[N:13]([C:14](=[O:22])[N:15]([CH2:34][C:33]4[CH:36]=[CH:37][CH:38]=[C:31]([C:29]#[N:30])[CH:32]=4)[C:16](=[O:21])[C:17]=3[CH3:20])[CH:12]=2)=[O:10])=[CH:3][CH:2]=1. (4) Given the reactants C1(P(C2CCCCC2)C2C=CC=CC=2C2C(C(C)C)=CC(C(C)C)=CC=2C(C)C)CCCCC1.[Cl:35][C:36]1[CH:37]=[C:38]([CH:40]=[C:41]([N:43]2[CH2:48][CH2:47][O:46][CH2:45][CH2:44]2)[CH:42]=1)[NH2:39].Cl[C:50]1[C:59]2[C:54](=[CH:55][C:56]([F:61])=[CH:57][C:58]=2[F:60])[N:53]=[C:52]([C:62]2[CH:67]=[CH:66][CH:65]=[CH:64][N:63]=2)[C:51]=1[CH3:68].CC(C)([O-])C.[Na+], predict the reaction product. The product is: [Cl:35][C:36]1[CH:37]=[C:38]([NH:39][C:50]2[C:59]3[C:54](=[CH:55][C:56]([F:61])=[CH:57][C:58]=3[F:60])[N:53]=[C:52]([C:62]3[CH:67]=[CH:66][CH:65]=[CH:64][N:63]=3)[C:51]=2[CH3:68])[CH:40]=[C:41]([N:43]2[CH2:48][CH2:47][O:46][CH2:45][CH2:44]2)[CH:42]=1. (5) Given the reactants [O:1]=[C:2]1[NH:7][C:6]([CH2:8][CH2:9][C:10]([O:12]C(C)(C)C)=[O:11])=[N:5][C:4]2[N:17]=[CH:18][CH:19]=[CH:20][C:3]1=2.FC(F)(F)C(O)=O.CO, predict the reaction product. The product is: [O:1]=[C:2]1[NH:7][C:6]([CH2:8][CH2:9][C:10]([OH:12])=[O:11])=[N:5][C:4]2[N:17]=[CH:18][CH:19]=[CH:20][C:3]1=2. (6) Given the reactants [CH2:1]([O:3][C:4]([C:6]1[O:7][C:8]2[C:13]([C:14](=[O:16])[CH:15]=1)=[CH:12][C:11]([OH:17])=[CH:10][C:9]=2[Br:18])=[O:5])[CH3:2].S(OCC)(O[CH2:23][CH3:24])(=O)=O.C([O-])([O-])=O.[K+].[K+].C(OCC)(=O)C, predict the reaction product. The product is: [CH2:1]([O:3][C:4]([C:6]1[O:7][C:8]2[C:13]([C:14](=[O:16])[CH:15]=1)=[CH:12][C:11]([O:17][CH2:23][CH3:24])=[CH:10][C:9]=2[Br:18])=[O:5])[CH3:2].